From a dataset of Experimentally validated miRNA-target interactions with 360,000+ pairs, plus equal number of negative samples. Binary Classification. Given a miRNA mature sequence and a target amino acid sequence, predict their likelihood of interaction. (1) Result: 0 (no interaction). The miRNA is hsa-miR-26a-5p with sequence UUCAAGUAAUCCAGGAUAGGCU. The protein sequence of the target gene is MERSGGNGGGGGGGGGGGGGYGGSGGGGGGAGVPSEGAAKGLSLLLAKSAEAASGRASQSTPRSAGMDGFLKSDERQRLAKERREEREKCLAAREQQILEKQKRAKLQYEKQIEERWRKLEEQRQREDQKRAAVEEKRKQKLREEEERLEAMMRRSLERTQQLELKKKCSWAGSPGPGGRDGESENTPPLPLTLATSTPPLDTGTTTAAAESTNACDKLSTSTMNLPKQTESPMSKHLSSSTVAISYSPDRALGSPLKSSYKSSPTRTTEKKKNTPISAMGDAGKGAMAGGEPSQMEKMK.... (2) The miRNA is hsa-miR-3682-3p with sequence UGAUGAUACAGGUGGAGGUAG. The protein sequence of the target gene is MDPVGLQLGNKNLWSCLVRLLTKDPEWLNAKMKFFLPNTDLDSRNETLDPEQRVILQLNKLHVQGSDTWQSFIHCVCMQLEVPLDLEVLLLSTFGYDDGFTSQLGAEGKSQPESQLHHGLKRPHQSCGSSPRRKQCKKQQLELAKKYLQLLRTSAQQRYRSQIPGSGQPHAFHQVYVPPILRRATASLDTPEGAIMGDVKVEDGADVSISDLFNTRVNKGPRVTVLLGKAGMGKTTLAHRLCQKWAEGHLNCFQALFLFEFRQLNLITRFLTPSELLFDLYLSPESDHDTVFQYLEKNAD.... Result: 0 (no interaction). (3) The miRNA is hsa-miR-30a-5p with sequence UGUAAACAUCCUCGACUGGAAG. The protein sequence of the target gene is MASVDFKTYVDQACRAAEEFVNVYYTTMDKRRRLLSRLYMGTATLVWNGNAVSGQESLSEFFEMLPSSEFQISVVDCQPVHDEATPSQTTVLVVICGSVKFEGNKQRDFNQNFILTAQASPSNTVWKIASDCFRFQDWAS. Result: 1 (interaction). (4) The miRNA is hsa-miR-4510 with sequence UGAGGGAGUAGGAUGUAUGGUU. The protein sequence of the target gene is MAAPALSWRLPLLILLLPLATSWASAAVNGTSQFTCFYNSRANISCVWSQDGALQDTSCQVHAWPDRRRWNQTCELLPVSQASWACNLILGAPDSQKLTTVDIVTLRVLCREGVRWRVMAIQDFKPFENLRLMAPISLQVVHVETHRCNISWEISQASHYFERHLEFEARTLSPGHTWEEAPLLTLKQKQEWICLETLTPDTQYEFQVRVKPLQGEFTTWSPWSQPLAFRTKPAALGKDTIPWLGHLLVGLSGAFGFIILVYLLINCRNTGPWLKKVLKCNTPDPSKFFSQLSSEHGGDV.... Result: 1 (interaction). (5) The miRNA is mmu-miR-3572-3p with sequence UACACUUGUCCUUCUUUCCCCAG. The protein sequence of the target gene is MESGKTASPKSMPKDAQMMAQILKDMGITEYEPRVINQMLEFAFRYVTTILDDAKIYSSHAKKATVDADDVRLAIQCRADQSFTSPPPRDFLLDIARQRNQTPLPLIKPYSGPRLPPDRYCLTAPNYRLKSLQKKASTSAGRITVPRLSVGSVTSRPSTPTLGTPTPQTMSVSTKVGTPMSLTGQRFTVQMPTSQSPAVKASIPATSAVQNVLINPSLIGSKNILITTNMMSSQNTANESSNALKRKREDDDDDDDDDDDYDNL. Result: 0 (no interaction). (6) The miRNA is hsa-miR-365b-5p with sequence AGGGACUUUCAGGGGCAGCUGU. Result: 1 (interaction). The protein sequence of the target gene is MERQKRKADIEKGLQFIQSTLPLKQEEYEAFLLKLVQNLFAEGNDLFREKDYKQALVQYMEGLNVADYAASDQVALPRELLCKLHVNRAACYFTMGLYEKALEDSEKALGLDSESIRALFRKARALNELGRHKEAYECSSRCSLALPHDESVTQLGQELAQKLGLRVRKAYKRPQELETFSLLSNGTAAGVADQGTSNGLGSIDDIETDCYVDPRGSPALLPSTPTMPLFPHVLDLLAPLDSSRTLPSTDSLDDFSDGDVFGPELDTLLDSLSLVQGGLSGSGVPSELPQLIPVFPGGTP.... (7) The miRNA is mmu-miR-19b-3p with sequence UGUGCAAAUCCAUGCAAAACUGA. The protein sequence of the target gene is MKQLKRKRKSNFSVQETQTLLKEITKRKEVIFSKQLNTTINVMKRMAWEEIAQCVNAVGEGEQRTGTEVKRRYLDWRALMKRKRMKANMKLVGSGFPLPTSDLDDSLTEDIDEKIAFRNDANFEWQNVADFRDAGGSLTEVKVEEEERDPQSPEFEIEEEEEMLSSVIPDSRRENELPDFPHIDEFFTLNSTPSRPTYDEPHLLMNIEKQKLELEKRRLDIEAERLQVEKERLQIEKERLRHLDLEHERLQLEKERLQIEREKWRLQLVSTEKPALENELGQGEKSMLQPQDIEAEKLKL.... Result: 1 (interaction).